This data is from Full USPTO retrosynthesis dataset with 1.9M reactions from patents (1976-2016). The task is: Predict the reactants needed to synthesize the given product. (1) Given the product [CH3:1][O:2][C:3](=[O:37])[C:4]1[CH:9]=[CH:8][C:7]([NH:10][CH2:11][CH2:12][N:13]2[C:21]3[C:16](=[CH:17][CH:18]=[CH:19][CH:20]=3)[C:15]([C:22]([C:24]3[C:33]4[C:28](=[CH:29][CH:30]=[CH:31][CH:32]=4)[CH:27]=[CH:26][CH:25]=3)=[O:23])=[C:14]2[CH3:34])=[CH:6][C:5]=1[OH:35], predict the reactants needed to synthesize it. The reactants are: [CH3:1][O:2][C:3](=[O:37])[C:4]1[CH:9]=[CH:8][C:7]([NH:10][CH2:11][CH2:12][N:13]2[C:21]3[C:16](=[CH:17][CH:18]=[CH:19][CH:20]=3)[C:15]([C:22]([C:24]3[C:33]4[C:28](=[CH:29][CH:30]=[CH:31][CH:32]=4)[CH:27]=[CH:26][CH:25]=3)=[O:23])=[C:14]2[CH3:34])=[CH:6][C:5]=1[O:35]C.B(Br)(Br)Br.C([O-])(O)=O.[Na+]. (2) Given the product [CH3:30][O:31][N:32]([CH3:33])[C:13]([C@H:9]1[CH2:10][CH2:11][CH2:12][N:8]1[C:6]([O:5][C:1]([CH3:2])([CH3:3])[CH3:4])=[O:7])=[O:15], predict the reactants needed to synthesize it. The reactants are: [C:1]([O:5][C:6]([N:8]1[CH2:12][CH2:11][CH2:10][C@@H:9]1[C:13]([OH:15])=O)=[O:7])([CH3:4])([CH3:3])[CH3:2].CN1CCOCC1.C(Cl)(=O)OCC.Cl.[CH3:30][O:31][NH:32][CH3:33].